Predict which catalyst facilitates the given reaction. From a dataset of Catalyst prediction with 721,799 reactions and 888 catalyst types from USPTO. (1) Reactant: [Cl:1][C:2]1[CH:7]=[CH:6][C:5]([CH2:8][C@@H:9]([NH:29][C:30]([C@@H:32]2[CH2:36][CH2:35][CH2:34][N:33]2C(OC(C)(C)C)=O)=[O:31])[C:10]([N:12]2[CH2:17][CH2:16][CH:15]([C:18]3[CH:23]=[CH:22][CH:21]=[CH:20][C:19]=3[NH:24][S:25]([CH3:28])(=[O:27])=[O:26])[CH2:14][CH2:13]2)=[O:11])=[CH:4][CH:3]=1.C(O)(C(F)(F)F)=O. Product: [Cl:1][C:2]1[CH:7]=[CH:6][C:5]([CH2:8][C@@H:9]([NH:29][C:30]([C@@H:32]2[CH2:36][CH2:35][CH2:34][NH:33]2)=[O:31])[C:10]([N:12]2[CH2:17][CH2:16][CH:15]([C:18]3[CH:23]=[CH:22][CH:21]=[CH:20][C:19]=3[NH:24][S:25]([CH3:28])(=[O:27])=[O:26])[CH2:14][CH2:13]2)=[O:11])=[CH:4][CH:3]=1. The catalyst class is: 2. (2) Reactant: [Br:1][C:2]1[CH:7]=[C:6]([F:8])[CH:5]=[CH:4][C:3]=1[S:9](Cl)(=[O:11])=[O:10].[NH2:13][C:14]1[C:23]([C:24]([O:26][CH3:27])=[O:25])=[C:22]2[C:17]([CH:18]3[CH2:28][CH:19]3[CH2:20][O:21]2)=[C:16]([F:29])[CH:15]=1. Product: [Br:1][C:2]1[CH:7]=[C:6]([F:8])[CH:5]=[CH:4][C:3]=1[S:9]([NH:13][C:14]1[C:23]([C:24]([O:26][CH3:27])=[O:25])=[C:22]2[C:17]([CH:18]3[CH2:28][CH:19]3[CH2:20][O:21]2)=[C:16]([F:29])[CH:15]=1)(=[O:11])=[O:10]. The catalyst class is: 202. (3) Reactant: [C:1]1([CH:7]2[CH2:10][CH:9]([N:11]3[CH2:16][CH2:15][CH2:14][CH:13]([C:17]([OH:19])=O)[CH2:12]3)[CH2:8]2)[CH:6]=[CH:5][CH:4]=[CH:3][CH:2]=1.C(=O)(O)[O-].[NH4+].[N:25]1C=CC=CC=1.O. Product: [C:1]1([CH:7]2[CH2:10][CH:9]([N:11]3[CH2:16][CH2:15][CH2:14][CH:13]([C:17]([NH2:25])=[O:19])[CH2:12]3)[CH2:8]2)[CH:6]=[CH:5][CH:4]=[CH:3][CH:2]=1. The catalyst class is: 10. (4) Reactant: [Cl-].[NH4+].[N+:3]([C:6]1[CH:28]=[CH:27][C:9]2[N:10]([C:21]3[CH:26]=[CH:25][CH:24]=[CH:23][N:22]=3)[C:11](/[CH:13]=[CH:14]/[C:15]3[CH:20]=[CH:19][CH:18]=[CH:17][CH:16]=3)=[N:12][C:8]=2[CH:7]=1)([O-])=O. Product: [NH2:3][C:6]1[CH:28]=[CH:27][C:9]2[N:10]([C:21]3[CH:26]=[CH:25][CH:24]=[CH:23][N:22]=3)[C:11](/[CH:13]=[CH:14]/[C:15]3[CH:20]=[CH:19][CH:18]=[CH:17][CH:16]=3)=[N:12][C:8]=2[CH:7]=1. The catalyst class is: 190. (5) Reactant: [O-][Mn](=O)(=O)=O.[K+].[C:7]([O-:10])([O-])=[O:8].[K+].[K+].[Cl:13][C:14]1[N:19]=[C:18]([Cl:20])[CH:17]=[C:16]([CH2:21][CH2:22]C=C(C)C)[N:15]=1. Product: [Cl:13][C:14]1[N:19]=[C:18]([Cl:20])[CH:17]=[C:16]([CH2:21][CH2:22][C:7]([OH:10])=[O:8])[N:15]=1. The catalyst class is: 878. (6) Reactant: [NH2:1][C:2]1[CH:7]=[CH:6][C:5]([OH:8])=[CH:4][CH:3]=1.[C:9](O)(=[O:13])[CH2:10][CH2:11][CH3:12].C1CCC(N=C=NC2CCCCC2)CC1. Product: [C:9]([NH:1][C:2]1[CH:7]=[CH:6][C:5]([OH:8])=[CH:4][CH:3]=1)(=[O:13])[CH2:10][CH2:11][CH3:12]. The catalyst class is: 64. (7) Reactant: S(=O)(=O)(O)O.[Cl:6][C:7]1[CH:8]=[CH:9][C:10]2[N:16]([CH2:17][C:18]([CH3:22])([CH3:21])[CH2:19][OH:20])[C:15](=[O:23])[C@@H:14]([CH2:24][C:25]3[S:26][C:27]([CH2:30][C:31]([OH:33])=[O:32])=[CH:28][N:29]=3)[O:13][C@H:12]([C:34]3[CH:39]=[CH:38][CH:37]=[C:36]([O:40][CH3:41])[C:35]=3[O:42][CH3:43])[C:11]=2[CH:44]=1.N1[CH:49]=[CH:48]N=C1.[C:50]([Si:54]([CH3:57])([CH3:56])Cl)([CH3:53])([CH3:52])[CH3:51]. Product: [Si:54]([O:20][CH2:19][C:18]([CH3:21])([CH3:22])[CH2:17][N:16]1[C:10]2[CH:9]=[CH:8][C:7]([Cl:6])=[CH:44][C:11]=2[C@@H:12]([C:34]2[CH:39]=[CH:38][CH:37]=[C:36]([O:40][CH3:41])[C:35]=2[O:42][CH3:43])[O:13][C@H:14]([CH2:24][C:25]2[S:26][C:27]([CH2:30][C:31]([O:33][CH2:48][CH3:49])=[O:32])=[CH:28][N:29]=2)[C:15]1=[O:23])([C:50]([CH3:53])([CH3:52])[CH3:51])([CH3:57])[CH3:56]. The catalyst class is: 40.